The task is: Regression. Given a peptide amino acid sequence and an MHC pseudo amino acid sequence, predict their binding affinity value. This is MHC class II binding data.. This data is from Peptide-MHC class II binding affinity with 134,281 pairs from IEDB. The peptide sequence is VSTFSSGLVWGQKYF. The MHC is HLA-DPA10201-DPB11401 with pseudo-sequence HLA-DPA10201-DPB11401. The binding affinity (normalized) is 0.314.